This data is from NCI-60 drug combinations with 297,098 pairs across 59 cell lines. The task is: Regression. Given two drug SMILES strings and cell line genomic features, predict the synergy score measuring deviation from expected non-interaction effect. (1) Drug 1: CC1=C(C(CCC1)(C)C)C=CC(=CC=CC(=CC(=O)O)C)C. Drug 2: N.N.Cl[Pt+2]Cl. Cell line: BT-549. Synergy scores: CSS=24.8, Synergy_ZIP=-2.70, Synergy_Bliss=-4.86, Synergy_Loewe=-8.47, Synergy_HSA=-3.93. (2) Drug 1: CC1OCC2C(O1)C(C(C(O2)OC3C4COC(=O)C4C(C5=CC6=C(C=C35)OCO6)C7=CC(=C(C(=C7)OC)O)OC)O)O. Drug 2: CC1=C(C(CCC1)(C)C)C=CC(=CC=CC(=CC(=O)O)C)C. Cell line: NCI-H522. Synergy scores: CSS=28.6, Synergy_ZIP=-10.6, Synergy_Bliss=-5.52, Synergy_Loewe=-3.43, Synergy_HSA=-2.63.